This data is from Forward reaction prediction with 1.9M reactions from USPTO patents (1976-2016). The task is: Predict the product of the given reaction. (1) Given the reactants [OH-].[K+].[C:3]([OH:11])(=[O:10])[C:4]1[CH:9]=[CH:8][CH:7]=[CH:6][CH:5]=1.CN(C=O)C.Cl[CH:18]([C:22](=[O:24])[CH3:23])[C:19](=[O:21])[CH3:20], predict the reaction product. The product is: [C:3]([O:11][CH:18]([C:22](=[O:24])[CH3:23])[C:19](=[O:21])[CH3:20])(=[O:10])[C:4]1[CH:9]=[CH:8][CH:7]=[CH:6][CH:5]=1. (2) Given the reactants [N:1]([C@@H:4]([C@@H:8]([C:16]1[CH:21]=[CH:20][C:19]([Cl:22])=[C:18]([F:23])[CH:17]=1)[C:9]1[CH:10]=[N:11][CH:12]=[C:13]([F:15])[CH:14]=1)[C:5]([OH:7])=O)=[N+]=[N-].[NH2:24][C:25]1[CH:55]=[CH:54][CH:53]=[C:52]([F:56])[C:26]=1[CH2:27][CH2:28][C@H:29]1[O:34][CH2:33][C@@H:32]([CH2:35][O:36][C:37](=[O:44])[NH:38][CH2:39][C:40]([F:43])([F:42])[F:41])[N:31](C(OC(C)(C)C)=O)[CH2:30]1, predict the reaction product. The product is: [Cl:22][C:19]1[CH:20]=[CH:21][C:16]([C@@H:8]([C:9]2[CH:10]=[N:11][CH:12]=[C:13]([F:15])[CH:14]=2)[C@@H:4]([C:5]([NH:24][C:25]2[CH:55]=[CH:54][CH:53]=[C:52]([F:56])[C:26]=2[CH2:27][CH2:28][C@H:29]2[O:34][CH2:33][C@@H:32]([CH2:35][O:36][C:37](=[O:44])[NH:38][CH2:39][C:40]([F:41])([F:43])[F:42])[NH:31][CH2:30]2)=[O:7])[NH:1][C:37]([O:36][CH3:35])=[O:44])=[CH:17][C:18]=1[F:23]. (3) Given the reactants Cl.Cl.[C:3]([O:7][C:8]([N:10]([C@@H:24]1[CH2:28][CH2:27][NH:26][CH2:25]1)[C:11]1[N:16]=[CH:15][C:14](/[CH:17]=[CH:18]/[C:19]([O:21][CH2:22][CH3:23])=[O:20])=[CH:13][CH:12]=1)=[O:9])([CH3:6])([CH3:5])[CH3:4].Cl[CH2:30][C:31]1[CH:36]=[CH:35][C:34]([CH3:37])=[C:33]([CH3:38])[CH:32]=1.C([O-])([O-])=O.[K+].[K+], predict the reaction product. The product is: [C:3]([O:7][C:8]([N:10]([C@@H:24]1[CH2:28][CH2:27][N:26]([CH2:30][C:31]2[CH:36]=[CH:35][C:34]([CH3:37])=[C:33]([CH3:38])[CH:32]=2)[CH2:25]1)[C:11]1[N:16]=[CH:15][C:14](/[CH:17]=[CH:18]/[C:19]([O:21][CH2:22][CH3:23])=[O:20])=[CH:13][CH:12]=1)=[O:9])([CH3:4])([CH3:5])[CH3:6]. (4) Given the reactants [CH3:1][C:2]1[CH:3]=[N:4][N:5]2[C:10]([CH2:11][CH2:12][CH3:13])=[C:9]([CH2:14][C:15]3[CH:20]=[CH:19][C:18]([C:21]4[C:22]([C:27]#[N:28])=[CH:23][CH:24]=[CH:25][CH:26]=4)=[CH:17][CH:16]=3)[C:8](=[O:29])[N:7]([CH:30]3[CH2:35][CH2:34][O:33][CH2:32][CH2:31]3)[C:6]=12.C([Sn](=O)CCCC)CCC.[N:46]([Si](C)(C)C)=[N+:47]=[N-:48].C1(C)C=CC=CC=1, predict the reaction product. The product is: [CH3:1][C:2]1[CH:3]=[N:4][N:5]2[C:10]([CH2:11][CH2:12][CH3:13])=[C:9]([CH2:14][C:15]3[CH:16]=[CH:17][C:18]([C:21]4[CH:26]=[CH:25][CH:24]=[CH:23][C:22]=4[C:27]4[NH:48][N:47]=[N:46][N:28]=4)=[CH:19][CH:20]=3)[C:8](=[O:29])[N:7]([CH:30]3[CH2:35][CH2:34][O:33][CH2:32][CH2:31]3)[C:6]=12.